From a dataset of Full USPTO retrosynthesis dataset with 1.9M reactions from patents (1976-2016). Predict the reactants needed to synthesize the given product. (1) Given the product [CH2:10]([C:9]1[N:14]([CH2:15][C:16]2[CH:21]=[CH:20][CH:19]=[CH:18][N:17]=2)[C:23](=[O:25])[CH:22]=[C:5]2[NH:4][N:3]([CH3:2])[C:7](=[O:8])[C:6]=12)[CH2:11][CH2:12][CH3:13], predict the reactants needed to synthesize it. The reactants are: [Na].[CH3:2][N:3]1[C:7](=[O:8])/[C:6](=[C:9](\[NH:14][CH2:15][C:16]2[CH:21]=[CH:20][CH:19]=[CH:18][N:17]=2)/[CH2:10][CH2:11][CH2:12][CH3:13])/[C:5]([CH2:22][C:23]([O:25]C)=O)=[N:4]1.Cl. (2) Given the product [Cl:2][C:3]1[CH:4]=[C:5]([CH:24]=[CH:25][C:26]=1[O:27][CH3:28])[CH2:6][N:7]1[C:15]2[C:10](=[CH:11][CH:12]=[C:13]([C:16]#[N:17])[CH:14]=2)[C:9]([CH:18]2[CH2:19][CH2:20][N:21]([CH3:29])[CH2:22][CH2:23]2)=[CH:8]1, predict the reactants needed to synthesize it. The reactants are: Cl.[Cl:2][C:3]1[CH:4]=[C:5]([CH:24]=[CH:25][C:26]=1[O:27][CH3:28])[CH2:6][N:7]1[C:15]2[C:10](=[CH:11][CH:12]=[C:13]([C:16]#[N:17])[CH:14]=2)[C:9]([CH:18]2[CH2:23][CH2:22][NH:21][CH2:20][CH2:19]2)=[CH:8]1.[CH:29](Cl)(Cl)Cl. (3) Given the product [Br:8][C:9]1[CH:10]=[C:11]([CH:3]([O:4][CH3:5])[O:2][CH3:1])[CH:14]=[C:15]([Cl:17])[CH:16]=1, predict the reactants needed to synthesize it. The reactants are: [CH3:1][O:2][CH:3](OC)[O:4][CH3:5].[Br:8][C:9]1[CH:10]=[C:11]([CH:14]=[C:15]([Cl:17])[CH:16]=1)C=O.C1(C)C=CC(S(O)(=O)=O)=CC=1.O.C([O-])(O)=O.[Na+]. (4) Given the product [F:17][C:16]([F:19])([F:18])[CH:13]([CH2:14][CH3:15])[CH2:12][CH2:11][CH:28]([S:25]([CH2:24][CH2:23][C:22]([F:21])([F:33])[F:34])(=[O:26])=[O:27])[C:29]([O:31][CH3:32])=[O:30], predict the reactants needed to synthesize it. The reactants are: C1(C)C=CC(S(O[CH2:11][CH2:12][CH:13]([C:16]([F:19])([F:18])[F:17])[CH2:14][CH3:15])(=O)=O)=CC=1.[F:21][C:22]([F:34])([F:33])[CH2:23][CH2:24][S:25]([CH2:28][C:29]([O:31][CH3:32])=[O:30])(=[O:27])=[O:26].C(=O)([O-])[O-].[K+].[K+].Cl. (5) Given the product [C:9]([C:8]1[C:7](=[O:26])[C:3]2[O:4][CH:5]=[CH:6][C:2]=2[N:13]([C:14]2[CH:19]=[CH:18][C:17]([N:20]3[CH:24]=[CH:23][CH:22]=[N:21]3)=[CH:16][C:15]=2[F:25])[N:12]=1)(=[O:11])[CH3:10], predict the reactants needed to synthesize it. The reactants are: Br[C:2]1[CH:6]=[CH:5][O:4][C:3]=1[C:7](=[O:26])[C:8](=[N:12][NH:13][C:14]1[CH:19]=[CH:18][C:17]([N:20]2[CH:24]=[CH:23][CH:22]=[N:21]2)=[CH:16][C:15]=1[F:25])[C:9](=[O:11])[CH3:10].C(=O)([O-])[O-].[K+].[K+].O. (6) The reactants are: [NH2:1][C:2]1[C:11]([C:12]#[N:13])=[C:10](O)[C:9]2[C:4](=[CH:5][CH:6]=[C:7]([N:15]3[CH2:20][CH2:19][O:18][CH2:17][CH2:16]3)[CH:8]=2)[N:3]=1.P(Cl)(Cl)([Cl:23])=O.[OH-].[Na+]. Given the product [NH2:1][C:2]1[C:11]([C:12]#[N:13])=[C:10]([Cl:23])[C:9]2[C:4](=[CH:5][CH:6]=[C:7]([N:15]3[CH2:20][CH2:19][O:18][CH2:17][CH2:16]3)[CH:8]=2)[N:3]=1, predict the reactants needed to synthesize it. (7) Given the product [CH3:1][C:2]1[CH:10]=[C:9]2[C:5]([C:6](=[O:12])[C:7](=[O:11])[NH:8]2)=[CH:4][CH:3]=1.[CH3:13][C:14]1[CH:22]=[CH:21][CH:20]=[C:19]2[C:15]=1[C:16](=[O:24])[C:17](=[O:23])[NH:18]2, predict the reactants needed to synthesize it. The reactants are: [CH3:1][C:2]1[CH:10]=[C:9]2[C:5]([C:6](=[O:12])[C:7](=[O:11])[NH:8]2)=[CH:4][CH:3]=1.[CH3:13][C:14]1[CH:22]=[CH:21][CH:20]=[C:19]2[C:15]=1[C:16](=[O:24])[C:17](=[O:23])[NH:18]2.